From a dataset of Full USPTO retrosynthesis dataset with 1.9M reactions from patents (1976-2016). Predict the reactants needed to synthesize the given product. Given the product [N+:10]([C:8]1[CH:7]=[CH:6][C:3]([CH:4]=[O:5])=[C:2]([CH:24]=[CH2:25])[CH:9]=1)([O-:12])=[O:11], predict the reactants needed to synthesize it. The reactants are: Br[C:2]1[CH:9]=[C:8]([N+:10]([O-:12])=[O:11])[CH:7]=[CH:6][C:3]=1[CH:4]=[O:5].C(=O)([O-])[O-].[Na+].[Na+].C([O-])(O)=O.[Na+].[C:24]1(C)C=CC=C[CH:25]=1.